This data is from Full USPTO retrosynthesis dataset with 1.9M reactions from patents (1976-2016). The task is: Predict the reactants needed to synthesize the given product. (1) Given the product [C:4]1([S:10]([C:13]2[CH:14]=[C:15]([C:22]([O:24][CH3:25])=[O:23])[C:16]3[O:20][CH2:19][CH2:18][C:17]=3[CH:21]=2)(=[O:12])=[O:11])[CH:3]=[CH:8][CH:7]=[CH:6][CH:5]=1, predict the reactants needed to synthesize it. The reactants are: CO[C:3]1[CH:8]=[CH:7][C:6](C)=[CH:5][C:4]=1[S:10]([C:13]1[CH:14]=[C:15]([C:22]([O:24][CH3:25])=[O:23])[C:16]2[O:20][CH2:19][CH2:18][C:17]=2[CH:21]=1)(=[O:12])=[O:11].O1C2C(C(OC)=O)=CC=CC=2CC1.C1(S(O)(=O)=O)C=CC=CC=1. (2) Given the product [Cl:24][CH2:25][CH2:26][N:27]([CH2:28][CH2:29][Cl:30])[C:16](=[O:17])[O:18][C:19]([CH3:20])([CH3:21])[CH3:22], predict the reactants needed to synthesize it. The reactants are: C(N(CC)CC)C.[C:16](O[C:16]([O:18][C:19]([CH3:22])([CH3:21])[CH3:20])=[O:17])([O:18][C:19]([CH3:22])([CH3:21])[CH3:20])=[O:17].Cl.[Cl:24][CH2:25][CH2:26][NH:27][CH2:28][CH2:29][Cl:30]. (3) Given the product [Cl:1][C:2]1[CH:3]=[CH:4][C:5]([S:8][CH2:9][C:10]([N:46]2[C:47]3[C:42](=[CH:41][CH:40]=[CH:39][C:38]=3[CH3:37])[CH2:43][CH2:44][CH2:45]2)=[O:12])=[N:6][CH:7]=1, predict the reactants needed to synthesize it. The reactants are: [Cl:1][C:2]1[CH:3]=[CH:4][C:5]([S:8][CH2:9][C:10]([OH:12])=O)=[N:6][CH:7]=1.CN(C(ON1N=NC2C=CC=NC1=2)=[N+](C)C)C.F[P-](F)(F)(F)(F)F.[CH3:37][C:38]1[CH:39]=[CH:40][CH:41]=[C:42]2[C:47]=1[NH:46][CH2:45][CH2:44][CH2:43]2.CCN(C(C)C)C(C)C. (4) Given the product [CH2:26]([NH:25][C:16]1[CH:15]=[C:14]([N:11]2[CH2:10][CH2:9][N:8]([C:6]([NH:11][C:14]3[CH:23]=[CH:30][C:32]([F:35])=[CH:16][CH:15]=3)=[O:5])[CH2:13][CH2:12]2)[C:23]2[C:18](=[CH:19][C:20]([Cl:24])=[CH:21][CH:22]=2)[N:17]=1)[CH2:27][CH2:28][CH3:29], predict the reactants needed to synthesize it. The reactants are: C([O:5][C:6]([N:8]1[CH2:13][CH2:12][N:11]([C:14]2[C:23]3[C:18](=[CH:19][C:20]([Cl:24])=[CH:21][CH:22]=3)[N:17]=[C:16]([NH:25][CH2:26][CH2:27][CH2:28][CH3:29])[CH:15]=2)[CH2:10][CH2:9]1)=O)(C)(C)C.[C:30](O)([C:32]([F:35])(F)F)=O. (5) The reactants are: [CH2:1]([CH:9]([CH2:16][CH2:17][CH2:18][CH2:19][CH2:20][CH2:21][CH2:22][CH2:23][CH2:24][CH3:25])[CH2:10][C:11]1[CH:15]=[CH:14][S:13][CH:12]=1)[CH2:2][CH2:3][CH2:4][CH2:5][CH2:6][CH2:7][CH3:8].C([N-]C(C)C)(C)C.[Li+].C([Sn](Cl)(CCCC)CCCC)CCC.[F-].[K+].C([Sn](CCCC)(CCCC)[C:55]1[S:56][CH:57]=[C:58]([CH2:60][CH:61]([CH2:72][CH2:73][CH2:74][CH2:75][CH2:76][CH2:77][CH2:78][CH3:79])[CH2:62][CH2:63][CH2:64][CH2:65][CH2:66][CH2:67][CH2:68][CH2:69][CH2:70][CH3:71])[CH:59]=1)CCC.Br[C:89]1[C:97]2[C:93](=[N:94][S:95][N:96]=2)[C:92](Br)=[C:91]([F:99])[C:90]=1[F:100].CC1C=CC=CC=1P(C1C=CC=CC=1C)C1C=CC=CC=1C. Given the product [F:99][C:91]1[C:90]([F:100])=[C:89]([C:14]2[S:13][CH:12]=[C:11]([CH2:10][CH:9]([CH2:1][CH2:2][CH2:3][CH2:4][CH2:5][CH2:6][CH2:7][CH3:8])[CH2:16][CH2:17][CH2:18][CH2:19][CH2:20][CH2:21][CH2:22][CH2:23][CH2:24][CH3:25])[CH:15]=2)[C:97]2=[N:96][S:95][N:94]=[C:93]2[C:92]=1[C:55]1[S:56][CH:57]=[C:58]([CH2:60][CH:61]([CH2:72][CH2:73][CH2:74][CH2:75][CH2:76][CH2:77][CH2:78][CH3:79])[CH2:62][CH2:63][CH2:64][CH2:65][CH2:66][CH2:67][CH2:68][CH2:69][CH2:70][CH3:71])[CH:59]=1, predict the reactants needed to synthesize it. (6) Given the product [Br:1][C:2]1[CH:7]=[CH:6][N:5]=[C:4]([C:9]2[CH:14]=[CH:13][CH:12]=[CH:11][N:10]=2)[CH:3]=1, predict the reactants needed to synthesize it. The reactants are: [Br:1][C:2]1[CH:3]=[C:4]([C:9]2[CH:14]=[CH:13][CH:12]=[CH:11][N:10]=2)[N+:5]([O-])=[CH:6][CH:7]=1.P(Cl)(Cl)Cl. (7) Given the product [Cl:1][C:2]1[CH:7]=[CH:6][C:5]([CH:8]2[CH2:9][CH2:10][N:11]([CH3:14])[CH2:12][CH:13]2[OH:16])=[CH:4][CH:3]=1, predict the reactants needed to synthesize it. The reactants are: [Cl:1][C:2]1[CH:7]=[CH:6][C:5]([C:8]2[CH2:9][CH2:10][N:11]([CH3:14])[CH2:12][CH:13]=2)=[CH:4][CH:3]=1.B.[O:16]1CCCC1. (8) Given the product [CH3:16][C:13]1([CH3:34])[CH2:14][C:15]2[N:7]([CH2:6][O:5][CH2:4][CH2:3][Si:2]([CH3:1])([CH3:32])[CH3:33])[N:8]=[C:9]([C:29]([OH:31])=[O:30])[C:10]=2[CH2:11][CH2:12]1, predict the reactants needed to synthesize it. The reactants are: [CH3:1][Si:2]([CH3:33])([CH3:32])[CH2:3][CH2:4][O:5][CH2:6][N:7]1[C:15]2[CH2:14][CH:13]([C:16]3C=NN(COCC[Si](C)(C)C)C=3)[CH2:12][CH2:11][C:10]=2[C:9]([C:29]([OH:31])=[O:30])=[N:8]1.[CH3:34]C1(C)CCC(=O)CC1.